This data is from Catalyst prediction with 721,799 reactions and 888 catalyst types from USPTO. The task is: Predict which catalyst facilitates the given reaction. (1) Reactant: [C:1](O)(=O)[CH2:2][C:3]([OH:5])=[O:4].[C:8]([C:12]1[CH:19]=[CH:18][C:15](C=O)=[CH:14][CH:13]=1)([CH3:11])([CH3:10])[CH3:9].N1CCCCC1.Cl. Product: [C:8]([C:12]1[CH:19]=[CH:18][C:15](/[CH:1]=[CH:2]/[C:3]([OH:5])=[O:4])=[CH:14][CH:13]=1)([CH3:11])([CH3:10])[CH3:9]. The catalyst class is: 17. (2) Reactant: C1(P(C2C=CC=CC=2)C2C=CC=CC=2)C=CC=CC=1.N1C=CN=C1.[I:25]I.[Si:27]([O:34][C:35]1[CH:42]=[CH:41][C:38]([CH2:39]O)=[CH:37][CH:36]=1)([C:30]([CH3:33])([CH3:32])[CH3:31])([CH3:29])[CH3:28]. Product: [C:30]([Si:27]([O:34][C:35]1[CH:42]=[CH:41][C:38]([CH2:39][I:25])=[CH:37][CH:36]=1)([CH3:29])[CH3:28])([CH3:33])([CH3:32])[CH3:31]. The catalyst class is: 7.